This data is from NCI-60 drug combinations with 297,098 pairs across 59 cell lines. The task is: Regression. Given two drug SMILES strings and cell line genomic features, predict the synergy score measuring deviation from expected non-interaction effect. Drug 1: CC12CCC3C(C1CCC2O)C(CC4=C3C=CC(=C4)O)CCCCCCCCCS(=O)CCCC(C(F)(F)F)(F)F. Drug 2: C1C(C(OC1N2C=NC(=NC2=O)N)CO)O. Cell line: SN12C. Synergy scores: CSS=3.87, Synergy_ZIP=-3.93, Synergy_Bliss=-4.07, Synergy_Loewe=-4.03, Synergy_HSA=-2.28.